This data is from Catalyst prediction with 721,799 reactions and 888 catalyst types from USPTO. The task is: Predict which catalyst facilitates the given reaction. (1) Reactant: [CH:1]1[CH:2]=[CH:3][C:4]2[S:15][C:14]3[CH:13]=[CH:12][CH:11]=[CH:10][C:9]=3[N:8]=[C:7]([N:16]3[CH2:21][CH2:20][N:19]([CH2:22][CH2:23][O:24][CH2:25][CH2:26][OH:27])[CH2:18][CH2:17]3)[C:5]=2[CH:6]=1.[C:28]([OH:35])(=[O:34])/[CH:29]=[CH:30]/[C:31]([OH:33])=[O:32]. Product: [CH:1]1[CH:2]=[CH:3][C:4]2[S:15][C:14]3[CH:13]=[CH:12][CH:11]=[CH:10][C:9]=3[N:8]=[C:7]([N:16]3[CH2:21][CH2:20][N:19]([CH2:22][CH2:23][O:24][CH2:25][CH2:26][OH:27])[CH2:18][CH2:17]3)[C:5]=2[CH:6]=1.[CH:29](/[C:28]([OH:35])=[O:34])=[CH:30]\[C:31]([OH:33])=[O:32]. The catalyst class is: 32. (2) Reactant: Br[C:2]1[CH:3]=[CH:4][C:5]([O:17][CH2:18][C:19]2[CH:24]=[CH:23][CH:22]=[CH:21][CH:20]=2)=[C:6]([CH:16]=1)[C:7]([NH:9][C:10]1[CH:11]=[N:12][CH:13]=[CH:14][CH:15]=1)=[O:8].C(=O)([O-])[O-].[Na+].[Na+].CC1(C)C(C)(C)OB([C:39]2[CH:40]=[N:41][CH:42]=[CH:43][CH:44]=2)O1. Product: [C:19]1([CH2:18][O:17][C:5]2[CH:4]=[CH:3][C:2]([C:39]3[CH:40]=[N:41][CH:42]=[CH:43][CH:44]=3)=[CH:16][C:6]=2[C:7]([NH:9][C:10]2[CH:11]=[N:12][CH:13]=[CH:14][CH:15]=2)=[O:8])[CH:24]=[CH:23][CH:22]=[CH:21][CH:20]=1. The catalyst class is: 12.